Dataset: Reaction yield outcomes from USPTO patents with 853,638 reactions. Task: Predict the reaction yield, written as a fraction of the theoretical maximum amount of product (1.0 means a 100% yield; for example, 0.34 means a 34% yield). The reactants are [Cl:1][C:2]1[CH:7]=[CH:6][CH:5]=[C:4]([Cl:8])[C:3]=1[NH:9][C:10]([NH:12][C:13]1[S:14][C:15]([C:21]2[CH:26]=[CH:25][CH:24]=[CH:23][CH:22]=2)=[CH:16][C:17]=1[C:18](O)=[O:19])=[O:11].CN(C(ON1N=NC2C=CC=NC1=2)=[N+](C)C)C.F[P-](F)(F)(F)(F)F.CCN(C(C)C)C(C)C.Cl.[NH2:61][C@@H:62]([CH:67]1[CH2:72][CH2:71][CH2:70][CH2:69][CH2:68]1)[C:63]([O:65][CH3:66])=[O:64]. The catalyst is CN(C=O)C. The product is [CH:67]1([C@H:62]([NH:61][C:18]([C:17]2[CH:16]=[C:15]([C:21]3[CH:22]=[CH:23][CH:24]=[CH:25][CH:26]=3)[S:14][C:13]=2[NH:12][C:10]([NH:9][C:3]2[C:4]([Cl:8])=[CH:5][CH:6]=[CH:7][C:2]=2[Cl:1])=[O:11])=[O:19])[C:63]([O:65][CH3:66])=[O:64])[CH2:72][CH2:71][CH2:70][CH2:69][CH2:68]1. The yield is 0.440.